Dataset: Catalyst prediction with 721,799 reactions and 888 catalyst types from USPTO. Task: Predict which catalyst facilitates the given reaction. Reactant: [CH2:1]([N:8]1[CH2:13][CH2:12][N:11]([C:14]2[CH:15]=[C:16]([NH:20][C:21](=[O:26])[C:22]([CH3:25])([CH3:24])[CH3:23])[CH:17]=[CH:18][CH:19]=2)[CH2:10][CH2:9]1)[C:2]1[CH:7]=[CH:6][CH:5]=[CH:4][CH:3]=1.C([Li])CCC.[C:32](OCC)(=[O:38])[C:33]([O:35][CH2:36][CH3:37])=[O:34].[Cl-].[NH4+]. Product: [CH2:36]([O:35][C:33](=[O:34])[C:32]([C:15]1[C:16]([NH:20][C:21](=[O:26])[C:22]([CH3:23])([CH3:25])[CH3:24])=[CH:17][CH:18]=[CH:19][C:14]=1[N:11]1[CH2:10][CH2:9][N:8]([CH2:1][C:2]2[CH:7]=[CH:6][CH:5]=[CH:4][CH:3]=2)[CH2:13][CH2:12]1)=[O:38])[CH3:37]. The catalyst class is: 7.